This data is from Forward reaction prediction with 1.9M reactions from USPTO patents (1976-2016). The task is: Predict the product of the given reaction. Given the reactants Cl[C:2]([O:4][CH2:5][C:6]1[CH:11]=[CH:10][CH:9]=[CH:8][CH:7]=1)=[O:3].[CH3:12][S:13]([C:16]1[CH:21]=[CH:20][C:19]([C:22]2[CH:23]=[CH:24][C:25]([O:28][CH2:29][CH:30]3[CH2:35][CH2:34][NH:33][CH2:32][CH2:31]3)=[N:26][CH:27]=2)=[CH:18][CH:17]=1)(=[O:15])=[O:14].C(N(CC)CC)C, predict the reaction product. The product is: [CH3:12][S:13]([C:16]1[CH:21]=[CH:20][C:19]([C:22]2[CH:23]=[CH:24][C:25]([O:28][CH2:29][CH:30]3[CH2:35][CH2:34][N:33]([C:2]([O:4][CH2:5][C:6]4[CH:11]=[CH:10][CH:9]=[CH:8][CH:7]=4)=[O:3])[CH2:32][CH2:31]3)=[N:26][CH:27]=2)=[CH:18][CH:17]=1)(=[O:14])=[O:15].